Task: Predict the product of the given reaction.. Dataset: Forward reaction prediction with 1.9M reactions from USPTO patents (1976-2016) Given the reactants [Cl:1][C:2]1[CH:3]=[C:4]2[C:9](=[CH:10][C:11]=1[O:12][C:13]1[CH:18]=[CH:17][C:16]([C:19]#[CH:20])=[CH:15][C:14]=1[CH3:21])[O:8][CH:7]([C:22]([F:25])([F:24])[F:23])[C:6]([C:26]([O:28]CC)=[O:27])=[CH:5]2.[OH-].[Li+].C(O)C, predict the reaction product. The product is: [Cl:1][C:2]1[CH:3]=[C:4]2[C:9](=[CH:10][C:11]=1[O:12][C:13]1[CH:18]=[CH:17][C:16]([C:19]#[CH:20])=[CH:15][C:14]=1[CH3:21])[O:8][CH:7]([C:22]([F:25])([F:23])[F:24])[C:6]([C:26]([OH:28])=[O:27])=[CH:5]2.